From a dataset of Full USPTO retrosynthesis dataset with 1.9M reactions from patents (1976-2016). Predict the reactants needed to synthesize the given product. Given the product [CH3:45][O:44][C:26]1[CH:27]=[C:28]([N:31]2[CH2:32][CH2:33][N:34]([C:37]([O:39][C:40]([CH3:43])([CH3:42])[CH3:41])=[O:38])[CH2:35][CH2:36]2)[CH:29]=[CH:30][C:25]=1[NH:24][C:2]1[N:7]=[CH:6][C:5]2[CH:8]=[CH:9][N:10]([S:11]([C:14]3[CH:15]=[CH:16][CH:17]=[C:18]4[C:23]=3[N:22]=[CH:21][CH:20]=[CH:19]4)(=[O:13])=[O:12])[C:4]=2[CH:3]=1, predict the reactants needed to synthesize it. The reactants are: Cl[C:2]1[N:7]=[CH:6][C:5]2[CH:8]=[CH:9][N:10]([S:11]([C:14]3[CH:15]=[CH:16][CH:17]=[C:18]4[C:23]=3[N:22]=[CH:21][CH:20]=[CH:19]4)(=[O:13])=[O:12])[C:4]=2[CH:3]=1.[NH2:24][C:25]1[CH:30]=[CH:29][C:28]([N:31]2[CH2:36][CH2:35][N:34]([C:37]([O:39][C:40]([CH3:43])([CH3:42])[CH3:41])=[O:38])[CH2:33][CH2:32]2)=[CH:27][C:26]=1[O:44][CH3:45].C([O-])([O-])=O.[K+].[K+].CC(C1C=C(C(C)C)C(C2C=CC=CC=2P(C2CCCCC2)C2CCCCC2)=C(C(C)C)C=1)C.